The task is: Predict the product of the given reaction.. This data is from Forward reaction prediction with 1.9M reactions from USPTO patents (1976-2016). (1) Given the reactants [S:1]([S:5]([O-:8])(=[O:7])=[O:6])([O-:4])(=[O:3])=[O:2].[Ba+2].[O-:10][S:11]([O-:14])(=[O:13])=[O:12].[Cu+2:15].[O-]S([O-])(=O)=O.[Ba+2], predict the reaction product. The product is: [S:1]([S:5]([O-:8])(=[O:7])=[O:6])([O-:4])(=[O:3])=[O:2].[Cu+2:15].[S:11]([O-:14])([O-:13])(=[O:12])=[O:10]. (2) Given the reactants Br[CH2:2][CH2:3][CH:4]1[CH2:9][N:8]([S:10]([C:13]2[CH:22]=[CH:21][C:20]3[C:15](=[CH:16][CH:17]=[C:18]([Cl:23])[CH:19]=3)[CH:14]=2)(=[O:12])=[O:11])[CH2:7][CH2:6][N:5]1[C:24]([O:26][C:27]([CH3:30])([CH3:29])[CH3:28])=[O:25].[C-:31]#[N:32].[Na+], predict the reaction product. The product is: [C:27]([O:26][C:24]([N:5]1[CH2:6][CH2:7][N:8]([S:10]([C:13]2[CH:22]=[CH:21][C:20]3[C:15](=[CH:16][CH:17]=[C:18]([Cl:23])[CH:19]=3)[CH:14]=2)(=[O:12])=[O:11])[CH2:9][CH:4]1[CH2:3][CH2:2][C:31]#[N:32])=[O:25])([CH3:30])([CH3:29])[CH3:28]. (3) Given the reactants [CH2:1]([C:3]1[C:4](C(O)=O)=[CH:5][N:6]2[C:11]=1[C:10]([NH:12][C:13]1[CH:14]=[N:15][C:16]([O:19][CH3:20])=[CH:17][CH:18]=1)=[N:9][CH:8]=[N:7]2)[CH3:2].C([N:26]([CH2:29]C)CC)C.C1(P(N=[N+]=[N-])(C2C=CC=CC=2)=[O:38])C=CC=CC=1.[CH2:48]([OH:55])[C:49]1[CH:54]=[CH:53][CH:52]=[CH:51][CH:50]=1, predict the reaction product. The product is: [C:49]1([CH2:48][O:55][C:29](=[O:38])[NH:26][C:4]2[C:3]([CH2:1][CH3:2])=[C:11]3[N:6]([CH:5]=2)[N:7]=[CH:8][N:9]=[C:10]3[NH:12][C:13]2[CH:14]=[N:15][C:16]([O:19][CH3:20])=[CH:17][CH:18]=2)[CH:54]=[CH:53][CH:52]=[CH:51][CH:50]=1. (4) Given the reactants [I:1][C:2]1[C:3]2[CH:10]=[CH:9][NH:8][C:4]=2[N:5]=[CH:6][N:7]=1.[H-].[Na+].Cl[Si:14]([CH:21]([CH3:23])[CH3:22])([CH:18]([CH3:20])[CH3:19])[CH:15]([CH3:17])[CH3:16].O, predict the reaction product. The product is: [I:1][C:2]1[C:3]2[CH:10]=[CH:9][N:8]([Si:14]([CH:21]([CH3:23])[CH3:22])([CH:18]([CH3:20])[CH3:19])[CH:15]([CH3:17])[CH3:16])[C:4]=2[N:5]=[CH:6][N:7]=1. (5) The product is: [C:39]([O:38][C@@H:32]([C:23]1[C:22]([CH3:43])=[CH:21][C:19]2[N:20]=[C:16]([C:14]3[CH:13]=[CH:12][N:11]=[C:10]([C:6]4[CH:5]=[C:4]5[C:9](=[CH:8][CH:7]=4)[N:1]([CH2:51][CH3:52])[N:2]=[CH:3]5)[CH:15]=3)[S:17][C:18]=2[C:24]=1[C:25]1[CH:26]=[CH:27][C:28]([Cl:31])=[CH:29][CH:30]=1)[C:33]([O:35][CH2:36][CH3:37])=[O:34])([CH3:42])([CH3:41])[CH3:40]. Given the reactants [NH:1]1[C:9]2[C:4](=[CH:5][C:6]([C:10]3[CH:15]=[C:14]([C:16]4[S:17][C:18]5[C:24]([C:25]6[CH:30]=[CH:29][C:28]([Cl:31])=[CH:27][CH:26]=6)=[C:23]([C@H:32]([O:38][C:39]([CH3:42])([CH3:41])[CH3:40])[C:33]([O:35][CH2:36][CH3:37])=[O:34])[C:22]([CH3:43])=[CH:21][C:19]=5[N:20]=4)[CH:13]=[CH:12][N:11]=3)=[CH:7][CH:8]=2)[CH:3]=[N:2]1.C([O-])([O-])=O.[Cs+].[Cs+].I[CH2:51][CH3:52], predict the reaction product. (6) Given the reactants [NH2:1][C:2]1[N:6]([C:7]2[CH:12]=[CH:11][CH:10]=[CH:9][CH:8]=2)[N:5]=[C:4]([C:13]([NH:15][NH:16][CH:17]([CH3:19])[CH3:18])=[O:14])[C:3]=1[CH3:20].Cl[C:22](Cl)([O:24]C(=O)OC(Cl)(Cl)Cl)Cl.CCN(C(C)C)C(C)C, predict the reaction product. The product is: [NH2:1][C:2]1[N:6]([C:7]2[CH:12]=[CH:11][CH:10]=[CH:9][CH:8]=2)[N:5]=[C:4]([C:13]2[O:14][C:22](=[O:24])[N:16]([CH:17]([CH3:18])[CH3:19])[N:15]=2)[C:3]=1[CH3:20]. (7) Given the reactants [F:1][C:2]1[CH:30]=[C:29]([N+:31]([O-])=O)[CH:28]=[CH:27][C:3]=1[O:4][C:5]1[C:14]2[C:9](=[CH:10][C:11]([O:17][CH2:18][CH2:19][CH2:20][N:21]3[CH2:26][CH2:25][O:24][CH2:23][CH2:22]3)=[C:12]([O:15][CH3:16])[CH:13]=2)[N:8]=[CH:7][CH:6]=1.NC1C=CC(OC2C3C(=CC(OCC4CCN(C(OC(C)(C)C)=O)CC4)=C(OC)C=3)N=CC=2)=C(F)C=1, predict the reaction product. The product is: [F:1][C:2]1[CH:30]=[C:29]([CH:28]=[CH:27][C:3]=1[O:4][C:5]1[C:14]2[C:9](=[CH:10][C:11]([O:17][CH2:18][CH2:19][CH2:20][N:21]3[CH2:26][CH2:25][O:24][CH2:23][CH2:22]3)=[C:12]([O:15][CH3:16])[CH:13]=2)[N:8]=[CH:7][CH:6]=1)[NH2:31].